From a dataset of Forward reaction prediction with 1.9M reactions from USPTO patents (1976-2016). Predict the product of the given reaction. (1) Given the reactants [H-].[Na+].[NH2:3][C:4]1[N:11]=[CH:10][C:9]([CH2:12][N:13]2[CH2:18][C@@H:17]([CH3:19])[O:16][C@@H:15]([CH3:20])[CH2:14]2)=[CH:8][C:5]=1[C:6]#[N:7].Cl[C:22]([O:24][CH2:25][CH3:26])=[O:23].C(=O)(O)[O-].[Na+], predict the reaction product. The product is: [C:6]([C:5]1[C:4]([NH:3][C:22](=[O:23])[O:24][CH2:25][CH3:26])=[N:11][CH:10]=[C:9]([CH2:12][N:13]2[CH2:14][C@@H:15]([CH3:20])[O:16][C@@H:17]([CH3:19])[CH2:18]2)[CH:8]=1)#[N:7]. (2) Given the reactants COC1C=C(OC)C=CC=1C[N:6]([C:31]1[CH:36]=[CH:35][N:34]=[CH:33][N:32]=1)[S:7]([C:10]1[CH:15]=[CH:14][C:13]([O:16][C@H:17]2[CH2:22][CH2:21][CH2:20][CH2:19][C@@H:18]2[C:23]2[N:27]([CH3:28])[N:26]=[CH:25][CH:24]=2)=[C:12]([F:29])[C:11]=1[F:30])(=[O:9])=[O:8].C([SiH](CC)CC)C.FC(F)(F)C(O)=O, predict the reaction product. The product is: [F:30][C:11]1[C:12]([F:29])=[C:13]([O:16][C@H:17]2[CH2:22][CH2:21][CH2:20][CH2:19][C@@H:18]2[C:23]2[N:27]([CH3:28])[N:26]=[CH:25][CH:24]=2)[CH:14]=[CH:15][C:10]=1[S:7]([NH:6][C:31]1[CH:36]=[CH:35][N:34]=[CH:33][N:32]=1)(=[O:8])=[O:9].